Dataset: Forward reaction prediction with 1.9M reactions from USPTO patents (1976-2016). Task: Predict the product of the given reaction. (1) Given the reactants Cl[C:2]1[CH:11]=[CH:10][N:9]=[C:8]2[C:3]=1[C:4]1[CH:16]=[CH:15][CH:14]=[CH:13][C:5]=1[C:6](=[O:12])[NH:7]2.[CH2:17]([NH:24][C:25]1[CH:30]=[CH:29][C:28]([OH:31])=[CH:27][CH:26]=1)[C:18]1C=CC=CC=1.C(=O)([O-])[O-:33].[K+].[K+], predict the reaction product. The product is: [O:12]=[C:6]1[C:5]2[CH:13]=[CH:14][CH:15]=[CH:16][C:4]=2[C:3]2[C:8](=[N:9][CH:10]=[CH:11][C:2]=2[O:31][C:28]2[CH:29]=[CH:30][C:25]([NH:24][C:17](=[O:33])[CH3:18])=[CH:26][CH:27]=2)[NH:7]1. (2) Given the reactants C([Cu])#N.[Li+].[Br-].[Br-].[F:7][C:8]1[CH:9]=[C:10]([CH:13]=[C:14]([F:16])[CH:15]=1)[CH2:11][Zn+].[F:17][C:18]1[CH:19]=[C:20]([CH:24]=[C:25]([F:28])[C:26]=1[F:27])[C:21](Cl)=[O:22], predict the reaction product. The product is: [F:7][C:8]1[CH:9]=[C:10]([CH2:11][C:21]([C:20]2[CH:24]=[C:25]([F:28])[C:26]([F:27])=[C:18]([F:17])[CH:19]=2)=[O:22])[CH:13]=[C:14]([F:16])[CH:15]=1.